From a dataset of Reaction yield outcomes from USPTO patents with 853,638 reactions. Predict the reaction yield, written as a fraction of the theoretical maximum amount of product (1.0 means a 100% yield; for example, 0.34 means a 34% yield). (1) The reactants are [Cl:1][C:2]1[C:11]([OH:12])=[CH:10][CH:9]=[C:8]2[C:3]=1[CH:4]=[CH:5][C:6]([C:13]#[N:14])=[CH:7]2.C([O-])([O-])=O.[K+].[K+].Br[CH2:22][CH2:23][NH:24][C:25](=[O:31])[O:26][C:27]([CH3:30])([CH3:29])[CH3:28]. The catalyst is CC(C)=O. The product is [Cl:1][C:2]1[C:3]2[C:8](=[CH:7][C:6]([C:13]#[N:14])=[CH:5][CH:4]=2)[CH:9]=[CH:10][C:11]=1[O:12][CH2:22][CH2:23][NH:24][C:25](=[O:31])[O:26][C:27]([CH3:30])([CH3:29])[CH3:28]. The yield is 0.810. (2) The reactants are C(O)(C(F)(F)F)=O.[F:8][C:9]1[CH:10]=[C:11]([NH:19][C:20]([C@H:22]2[C:31]3[C:26](=[CH:27][C:28]([O:32][CH3:33])=[CH:29][CH:30]=3)[CH2:25][CH2:24][N:23]2C(OC(C)(C)C)=O)=[O:21])[CH:12]=[CH:13][C:14]=1[Si:15]([CH3:18])([CH3:17])[CH3:16].C(=O)([O-])O.[Na+]. No catalyst specified. The product is [F:8][C:9]1[CH:10]=[C:11]([NH:19][C:20]([C@H:22]2[C:31]3[C:26](=[CH:27][C:28]([O:32][CH3:33])=[CH:29][CH:30]=3)[CH2:25][CH2:24][NH:23]2)=[O:21])[CH:12]=[CH:13][C:14]=1[Si:15]([CH3:17])([CH3:16])[CH3:18]. The yield is 0.840.